Dataset: Peptide-MHC class II binding affinity with 134,281 pairs from IEDB. Task: Regression. Given a peptide amino acid sequence and an MHC pseudo amino acid sequence, predict their binding affinity value. This is MHC class II binding data. (1) The peptide sequence is RGVLLLSTRDLAFAG. The MHC is DRB1_0802 with pseudo-sequence DRB1_0802. The binding affinity (normalized) is 0.673. (2) The MHC is DRB1_0301 with pseudo-sequence DRB1_0301. The binding affinity (normalized) is 0.606. The peptide sequence is DPKKLVLNIKYTRPG.